This data is from Reaction yield outcomes from USPTO patents with 853,638 reactions. The task is: Predict the reaction yield, written as a fraction of the theoretical maximum amount of product (1.0 means a 100% yield; for example, 0.34 means a 34% yield). (1) The reactants are [F:1][C:2]1[CH:7]=[C:6]([N:8]2[CH2:13][CH2:12][O:11][CH2:10][CH2:9]2)[C:5]([F:14])=[CH:4][C:3]=1[N:15]1[CH:20]=[C:19]([O:21][CH3:22])[C:18](=[O:23])[C:17]([C:24](N(OC)C)=[O:25])=[N:16]1.[CH3:30][Mg+].[Br-]. The catalyst is C1COCC1. The product is [C:24]([C:17]1[C:18](=[O:23])[C:19]([O:21][CH3:22])=[CH:20][N:15]([C:3]2[CH:4]=[C:5]([F:14])[C:6]([N:8]3[CH2:13][CH2:12][O:11][CH2:10][CH2:9]3)=[CH:7][C:2]=2[F:1])[N:16]=1)(=[O:25])[CH3:30]. The yield is 0.750. (2) The reactants are CCN(C(C)C)C(C)C.OC(C(F)(F)F)=O.[NH2:17][CH2:18][C:19]([N:21]1[CH2:26][CH2:25][N:24]([C:27](=[O:38])[C:28]2[CH:33]=[CH:32][CH:31]=[CH:30][C:29]=2[C:34]([F:37])([F:36])[F:35])[CH2:23][CH2:22]1)=[O:20].C1C=CC2N(O)N=NC=2C=1.CCN=C=NCCCN(C)C.Cl.[C:61]([C:69]1[CH:77]=[CH:76][C:72]([C:73](O)=[O:74])=[CH:71][CH:70]=1)(=[O:68])[C:62]1[CH:67]=[CH:66][CH:65]=[CH:64][CH:63]=1. The catalyst is CN(C=O)C.O. The product is [C:61]([C:69]1[CH:70]=[CH:71][C:72]([C:73]([NH:17][CH2:18][C:19](=[O:20])[N:21]2[CH2:22][CH2:23][N:24]([C:27](=[O:38])[C:28]3[CH:33]=[CH:32][CH:31]=[CH:30][C:29]=3[C:34]([F:37])([F:35])[F:36])[CH2:25][CH2:26]2)=[O:74])=[CH:76][CH:77]=1)(=[O:68])[C:62]1[CH:63]=[CH:64][CH:65]=[CH:66][CH:67]=1. The yield is 0.519. (3) The reactants are C1(P(C2C=CC=CC=2)C2C=CC=CC=2)C=CC=CC=1.[OH:20][CH2:21][CH2:22][N:23]1[CH2:27][CH2:26][CH2:25][C:24]1=[O:28].CCOC(/N=N/C(OCC)=O)=O.O1CCCCC1[N:47]1[C:55]2[C:50](=[CH:51][C:52]([C:56]3[N:60]=[CH:59][N:58](C(C4C=CC=CC=4)(C4C=CC=CC=4)C4C=CC=CC=4)[N:57]=3)=[CH:53][CH:54]=2)[C:49]([C:80]2[CH:81]=[C:82](O)[CH:83]=[CH:84][CH:85]=2)=[N:48]1.Cl. The catalyst is O1CCCC1. The product is [NH:57]1[C:56]([C:52]2[CH:51]=[C:50]3[C:55](=[CH:54][CH:53]=2)[NH:47][N:48]=[C:49]3[C:80]2[CH:85]=[C:84]([CH:83]=[CH:82][CH:81]=2)[O:20][CH2:21][CH2:22][N:23]2[CH2:27][CH2:26][CH2:25][C:24]2=[O:28])=[N:60][CH:59]=[N:58]1. The yield is 0.300. (4) The reactants are [N+](=C)=[N-].C1(C2C=CC=CC=2)C=CC=CC=1.[C:16](O)(=[O:24])[CH2:17][CH2:18][CH2:19][CH2:20][C:21]([OH:23])=[O:22]. No catalyst specified. The product is [O:24]=[CH:16][CH2:17][CH2:18][CH2:19][CH2:20][C:21]([OH:23])=[O:22]. The yield is 0.180. (5) The reactants are [Cl:1][C:2]1[CH:7]=[CH:6][C:5]([CH:8](O)[C:9]2[CH:14]=[CH:13][C:12]([C:15]3[NH:19][C:18]4[CH:20]=[CH:21][C:22]([C:24]([NH2:26])=[O:25])=[CH:23][C:17]=4[N:16]=3)=[CH:11][CH:10]=2)=[CH:4][CH:3]=1.S(Cl)(Cl)=O.[NH:32]1[CH2:37][CH2:36][NH:35][CH2:34][CH2:33]1. The catalyst is C(Cl)Cl. The product is [Cl:1][C:2]1[CH:7]=[CH:6][C:5]([CH:8]([N:32]2[CH2:37][CH2:36][NH:35][CH2:34][CH2:33]2)[C:9]2[CH:14]=[CH:13][C:12]([C:15]3[NH:19][C:18]4[CH:20]=[CH:21][C:22]([C:24]([NH2:26])=[O:25])=[CH:23][C:17]=4[N:16]=3)=[CH:11][CH:10]=2)=[CH:4][CH:3]=1. The yield is 0.770. (6) The yield is 0.300. The reactants are [O:1]=[C:2]1[C:7]([CH2:8][C:9]2[CH:14]=[CH:13][C:12]([C:15]3[C:16]([C:21]#[N:22])=[CH:17][CH:18]=[CH:19][CH:20]=3)=[CH:11][CH:10]=2)=[C:6]([CH2:23][CH2:24][CH3:25])[N:5]2[N:26]=[CH:27][N:28]=[C:4]2[N:3]1[CH:29]1[CH2:34][CH2:33][C:32](=[O:35])[CH2:31][CH2:30]1.[CH2:36]([Mg]Br)[CH:37]=[CH2:38].[Cl-].[NH4+]. The product is [OH:35][C:32]1([CH2:38][CH:37]=[CH2:36])[CH2:31][CH2:30][CH:29]([N:3]2[C:2](=[O:1])[C:7]([CH2:8][C:9]3[CH:10]=[CH:11][C:12]([C:15]4[C:16]([C:21]#[N:22])=[CH:17][CH:18]=[CH:19][CH:20]=4)=[CH:13][CH:14]=3)=[C:6]([CH2:23][CH2:24][CH3:25])[N:5]3[N:26]=[CH:27][N:28]=[C:4]23)[CH2:34][CH2:33]1. The catalyst is O1CCCC1.